This data is from Catalyst prediction with 721,799 reactions and 888 catalyst types from USPTO. The task is: Predict which catalyst facilitates the given reaction. (1) Reactant: C(OC([NH:8][CH2:9][C@H:10]1[CH2:15][CH2:14][C@H:13]([C:16]([NH:18][C@H:19]([C:49](=[O:62])[NH:50][C:51]2[CH:56]=[CH:55][C:54]([C:57]3[N:58]=[N:59][NH:60][N:61]=3)=[CH:53][CH:52]=2)[CH2:20][C:21]2[CH:26]=[CH:25][C:24]([C:27]3[CH:32]=[CH:31][C:30]([C:33]([NH:35][C@@H:36]4[CH2:40][CH2:39][N:38](C(OC(C)(C)C)=O)[CH2:37]4)=[O:34])=[CH:29][C:28]=3[CH3:48])=[CH:23][CH:22]=2)=[O:17])[CH2:12][CH2:11]1)=O)(C)(C)C.[ClH:63]. Product: [ClH:63].[NH2:8][CH2:9][C@H:10]1[CH2:11][CH2:12][C@H:13]([C:16]([NH:18][C@H:19]([C:49](=[O:62])[NH:50][C:51]2[CH:52]=[CH:53][C:54]([C:57]3[N:58]=[N:59][NH:60][N:61]=3)=[CH:55][CH:56]=2)[CH2:20][C:21]2[CH:22]=[CH:23][C:24]([C:27]3[CH:32]=[CH:31][C:30]([C:33]([NH:35][C@@H:36]4[CH2:40][CH2:39][NH:38][CH2:37]4)=[O:34])=[CH:29][C:28]=3[CH3:48])=[CH:25][CH:26]=2)=[O:17])[CH2:14][CH2:15]1. The catalyst class is: 12. (2) Reactant: [H-].[Na+].[C:3]1([C:9](=[O:11])[CH3:10])[CH:8]=[CH:7][CH:6]=[CH:5][CH:4]=1.[N:12]([C:15]1[CH:20]=[CH:19][CH:18]=[C:17]([C:21]([F:24])([F:23])[F:22])[CH:16]=1)=[C:13]=[S:14]. Product: [O:11]=[C:9]([C:3]1[CH:8]=[CH:7][CH:6]=[CH:5][CH:4]=1)[CH2:10][C:13](=[S:14])[NH:12][C:15]1[CH:20]=[CH:19][CH:18]=[C:17]([C:21]([F:22])([F:23])[F:24])[CH:16]=1. The catalyst class is: 3. (3) Reactant: [Cl:1][C:2]1[CH:7]=[CH:6][C:5]([OH:8])=[CH:4][CH:3]=1.[Br:9][C:10]1[C:11](F)=[CH:12][C:13]([F:20])=[C:14]([CH:19]=1)[C:15]([O:17][CH3:18])=[O:16].C(=O)([O-])[O-].[K+].[K+]. Product: [Br:9][C:10]1[C:11]([O:8][C:5]2[CH:6]=[CH:7][C:2]([Cl:1])=[CH:3][CH:4]=2)=[CH:12][C:13]([F:20])=[C:14]([CH:19]=1)[C:15]([O:17][CH3:18])=[O:16]. The catalyst class is: 58. (4) Reactant: O[N:2]=[C:3]1[C:9]2[CH:10]=[CH:11][CH2:12][CH2:13][C:8]=2[CH:7]=[CH:6][N:5]([CH3:14])[C:4]1=[O:15].Cl. Product: [NH2:2][CH:3]1[C:9]2[CH:10]=[CH:11][CH2:12][CH2:13][C:8]=2[CH2:7][CH2:6][N:5]([CH3:14])[C:4]1=[O:15]. The catalyst class is: 63.